This data is from Reaction yield outcomes from USPTO patents with 853,638 reactions. The task is: Predict the reaction yield, written as a fraction of the theoretical maximum amount of product (1.0 means a 100% yield; for example, 0.34 means a 34% yield). (1) The reactants are [C:1](Cl)(=[O:4])[CH:2]=[CH2:3].[CH2:6]([C:9]1([NH:22][CH2:23][C:24]2[CH:32]=[CH:31][CH:30]=[C:29]3[C:25]=2[CH:26]=[CH:27][N:28]3[S:33]([C:36]2[CH:42]=[CH:41][C:39]([CH3:40])=[CH:38][CH:37]=2)(=[O:35])=[O:34])[CH2:14][CH2:13][N:12]([C:15]([O:17][C:18]([CH3:21])([CH3:20])[CH3:19])=[O:16])[CH2:11][CH2:10]1)[CH:7]=[CH2:8].C(N(C(C)C)CC)(C)C. The catalyst is C(Cl)Cl. The product is [CH2:6]([C:9]1([N:22]([CH2:23][C:24]2[CH:32]=[CH:31][CH:30]=[C:29]3[C:25]=2[CH:26]=[CH:27][N:28]3[S:33]([C:36]2[CH:37]=[CH:38][C:39]([CH3:40])=[CH:41][CH:42]=2)(=[O:34])=[O:35])[C:1](=[O:4])[CH:2]=[CH2:3])[CH2:10][CH2:11][N:12]([C:15]([O:17][C:18]([CH3:21])([CH3:20])[CH3:19])=[O:16])[CH2:13][CH2:14]1)[CH:7]=[CH2:8]. The yield is 0.720. (2) The reactants are [C:1]([C:5]1[CH:53]=[CH:52][C:8]([C:9]([NH:11][C@@H:12]([CH2:25][C:26]2[CH:31]=[CH:30][C:29]([C:32]3[N:37]=[CH:36][C:35]([C:38]4[CH:43]=[CH:42][C:41]([O:44][CH2:45][CH2:46][CH2:47][CH2:48][CH2:49][CH2:50][CH3:51])=[CH:40][CH:39]=4)=[CH:34][N:33]=3)=[CH:28][CH:27]=2)[C:13]([NH:15][C@H:16]([CH3:24])[C:17]([O:19]C(C)(C)C)=[O:18])=[O:14])=[O:10])=[CH:7][CH:6]=1)([CH3:4])([CH3:3])[CH3:2].C(O)(C(F)(F)F)=O. The catalyst is C(Cl)Cl.C1(C)C=CC=CC=1. The product is [C:1]([C:5]1[CH:6]=[CH:7][C:8]([C:9]([NH:11][C@@H:12]([CH2:25][C:26]2[CH:31]=[CH:30][C:29]([C:32]3[N:37]=[CH:36][C:35]([C:38]4[CH:39]=[CH:40][C:41]([O:44][CH2:45][CH2:46][CH2:47][CH2:48][CH2:49][CH2:50][CH3:51])=[CH:42][CH:43]=4)=[CH:34][N:33]=3)=[CH:28][CH:27]=2)[C:13]([NH:15][C@H:16]([CH3:24])[C:17]([OH:19])=[O:18])=[O:14])=[O:10])=[CH:52][CH:53]=1)([CH3:3])([CH3:2])[CH3:4]. The yield is 0.660. (3) The reactants are [Cl:1][C:2]1[S:3][C:4]([S:7](Cl)(=[O:9])=[O:8])=[CH:5][N:6]=1.[NH2:11][C:12]([CH3:16])([CH3:15])[CH2:13][OH:14]. No catalyst specified. The product is [OH:14][CH2:13][C:12]([NH:11][S:7]([C:4]1[S:3][C:2]([Cl:1])=[N:6][CH:5]=1)(=[O:9])=[O:8])([CH3:16])[CH3:15]. The yield is 0.330. (4) The reactants are [C:1]([C:3]1[CH:8]=[CH:7][C:6]([C:9]2[N:13]3[CH:14]=[C:15]([C:18]4[CH:26]=[CH:25][C:21]([C:22](O)=[O:23])=[CH:20][CH:19]=4)[CH:16]=[CH:17][C:12]3=[N:11][CH:10]=2)=[CH:5][CH:4]=1)#[N:2].CN(C(ON1N=NC2C=CC=NC1=2)=[N+](C)C)C.F[P-](F)(F)(F)(F)F.CN1CCOCC1.[CH3:58][C:59]1([NH:65][C:66](=[O:72])[O:67][C:68]([CH3:71])([CH3:70])[CH3:69])[CH2:64][CH2:63][NH:62][CH2:61][CH2:60]1. The catalyst is CN(C=O)C.O. The product is [C:1]([C:3]1[CH:4]=[CH:5][C:6]([C:9]2[N:13]3[CH:14]=[C:15]([C:18]4[CH:26]=[CH:25][C:21]([C:22]([N:62]5[CH2:61][CH2:60][C:59]([NH:65][C:66](=[O:72])[O:67][C:68]([CH3:71])([CH3:70])[CH3:69])([CH3:58])[CH2:64][CH2:63]5)=[O:23])=[CH:20][CH:19]=4)[CH:16]=[CH:17][C:12]3=[N:11][CH:10]=2)=[CH:7][CH:8]=1)#[N:2]. The yield is 0.530. (5) The yield is 0.724. The product is [C:52]([C:49]1[N:50]=[N:51][C:46]([N:4]2[CH2:5][CH2:6][C@@H:7]([NH:8][C:9]3[C:10]4[N:11]([CH:18]=[C:19]([C:21]5[CH:22]=[N:23][N:24]([CH2:26][CH3:27])[CH:25]=5)[N:20]=4)[N:12]=[CH:13][C:14]=3[C:15]([NH2:17])=[O:16])[C:2]([CH3:28])([CH3:1])[CH2:3]2)=[CH:47][CH:48]=1)#[N:53]. The reactants are [CH3:1][C:2]1([CH3:28])[C@H:7]([NH:8][C:9]2[C:10]3[N:11]([CH:18]=[C:19]([C:21]4[CH:22]=[N:23][N:24]([CH2:26][CH3:27])[CH:25]=4)[N:20]=3)[N:12]=[CH:13][C:14]=2[C:15]([NH2:17])=[O:16])[CH2:6][CH2:5][NH:4][CH2:3]1.C(O)(C(F)(F)F)=O.CCN(C(C)C)C(C)C.Cl[C:46]1[N:51]=[N:50][C:49]([C:52]#[N:53])=[CH:48][CH:47]=1. The catalyst is CN(C=O)C.CO.